Dataset: Full USPTO retrosynthesis dataset with 1.9M reactions from patents (1976-2016). Task: Predict the reactants needed to synthesize the given product. (1) Given the product [OH:2][CH2:3][C:5]12[CH2:10][CH2:9][C:8]([C:13]3[NH:21][C:20]4[C:19](=[O:22])[N:18]([CH2:23][CH2:24][CH3:25])[C:17](=[O:26])[N:16]([CH2:27][CH2:28][CH3:29])[C:15]=4[N:14]=3)([CH2:11][CH2:12]1)[CH2:7][CH2:6]2, predict the reactants needed to synthesize it. The reactants are: C[O:2][C:3]([C:5]12[CH2:12][CH2:11][C:8]([C:13]3[NH:21][C:20]4[C:19](=[O:22])[N:18]([CH2:23][CH2:24][CH3:25])[C:17](=[O:26])[N:16]([CH2:27][CH2:28][CH3:29])[C:15]=4[N:14]=3)([CH2:9][CH2:10]1)[CH2:7][CH2:6]2)=O.[Li+].[BH4-].CO.Cl. (2) Given the product [CH2:1]([O:3][C:4](=[O:18])[C:5]1[CH:10]=[C:9]([CH3:11])[CH:8]=[C:7]([C:12]2[CH2:16][CH2:15][CH2:14][C:13]=2[C:23]2[CH:22]=[C:21]([C:20]([F:40])([F:41])[F:19])[CH:26]=[CH:25][C:24]=2[O:30][CH2:31][C:32]2[CH:37]=[CH:36][C:35]([F:38])=[CH:34][C:33]=2[F:39])[CH:6]=1)[CH3:2], predict the reactants needed to synthesize it. The reactants are: [CH2:1]([O:3][C:4](=[O:18])[C:5]1[CH:10]=[C:9]([CH3:11])[CH:8]=[C:7]([C:12]2[CH2:16][CH2:15][CH2:14][C:13]=2Br)[CH:6]=1)[CH3:2].[F:19][C:20]([F:41])([F:40])[C:21]1[CH:22]=[CH:23][C:24]([O:30][CH2:31][C:32]2[CH:37]=[CH:36][C:35]([F:38])=[CH:34][C:33]=2[F:39])=[C:25](B(O)O)[CH:26]=1. (3) Given the product [CH:1]([C:4]1[N:5]=[C:6](/[CH:9]=[CH:10]/[C:11]2[CH:40]=[CH:39][N:14]3[C:15](=[O:38])[C:16](/[CH:29]=[CH:30]/[C:31]([OH:33])=[O:32])=[C:17]([N:19]4[CH2:24][CH2:23][CH2:22][CH:21]([C:25]([NH:27][CH3:28])=[O:26])[CH2:20]4)[N:18]=[C:13]3[CH:12]=2)[S:7][CH:8]=1)([CH3:3])[CH3:2], predict the reactants needed to synthesize it. The reactants are: [CH:1]([C:4]1[N:5]=[C:6](/[CH:9]=[CH:10]/[C:11]2[CH:40]=[CH:39][N:14]3[C:15](=[O:38])[C:16](/[CH:29]=[CH:30]/[C:31]([O:33]C(C)(C)C)=[O:32])=[C:17]([N:19]4[CH2:24][CH2:23][CH2:22][CH:21]([C:25]([NH:27][CH3:28])=[O:26])[CH2:20]4)[N:18]=[C:13]3[CH:12]=2)[S:7][CH:8]=1)([CH3:3])[CH3:2].FC(F)(F)C(O)=O. (4) Given the product [CH3:1][S:2]([C:5]1[CH:6]=[CH:7][C:8]([O:11][CH2:12][CH2:13][C@@H:14]2[CH2:16][C@@H:15]2[CH:17]2[CH2:22][CH2:21][NH:20][CH2:19][CH2:18]2)=[N:9][CH:10]=1)(=[O:3])=[O:4], predict the reactants needed to synthesize it. The reactants are: [CH3:1][S:2]([C:5]1[CH:6]=[CH:7][C:8]([O:11][CH2:12][CH2:13][C@@H:14]2[CH2:16][C@@H:15]2[CH:17]2[CH2:22][CH2:21][N:20](C(OCC3C=CC=CC=3)=O)[CH2:19][CH2:18]2)=[N:9][CH:10]=1)(=[O:4])=[O:3].